From a dataset of Catalyst prediction with 721,799 reactions and 888 catalyst types from USPTO. Predict which catalyst facilitates the given reaction. (1) Product: [CH2:35]([O:37][C:38](=[O:42])[CH2:39][NH:40][CH2:41][C:27]([C:22]1[CH:21]=[CH:20][C:19]2[C:24](=[CH:25][CH:26]=[C:17]([C:12]([C:9]3[CH:10]=[CH:11][C:6]([O:5][CH2:4][C:3](=[O:31])[C:2]([CH3:33])([CH3:32])[CH3:1])=[C:7]([CH3:30])[CH:8]=3)([CH2:13][CH3:14])[CH2:15][CH3:16])[CH:18]=2)[CH:23]=1)=[O:28])[CH3:36]. The catalyst class is: 850. Reactant: [CH3:1][C:2]([CH3:33])([CH3:32])[C:3](=[O:31])[CH2:4][O:5][C:6]1[CH:11]=[CH:10][C:9]([C:12]([C:17]2[CH:18]=[C:19]3[C:24](=[CH:25][CH:26]=2)[CH:23]=[C:22]([C:27](O)=[O:28])[CH:21]=[CH:20]3)([CH2:15][CH3:16])[CH2:13][CH3:14])=[CH:8][C:7]=1[CH3:30].Cl.[CH2:35]([O:37][C:38](=[O:42])[CH2:39][NH:40][CH3:41])[CH3:36].Cl. (2) Reactant: C(OC(OCC)[N:5]1[CH:9]=[CH:8][N:7]=[CH:6]1)C.C([Li])CCC.[O:18]=[C:19]1[CH2:24][CH2:23][N:22]([C:25]([O:27][C:28]([CH3:31])([CH3:30])[CH3:29])=[O:26])[CH2:21][CH2:20]1.Cl. Product: [OH:18][C:19]1([C:6]2[NH:5][CH:9]=[CH:8][N:7]=2)[CH2:20][CH2:21][N:22]([C:25]([O:27][C:28]([CH3:31])([CH3:30])[CH3:29])=[O:26])[CH2:23][CH2:24]1. The catalyst class is: 56. (3) Reactant: COC1C=CC(C[N:8]([C:22]2[S:23][CH:24]=[CH:25][N:26]=2)[S:9]([C:12]2[CH:13]=[CH:14][C:15]3[NH:20][CH2:19][CH2:18][O:17][C:16]=3[CH:21]=2)(=[O:11])=[O:10])=CC=1.Br[C:30]1[CH:31]=[C:32]([CH:35]=[CH:36][C:37]=1[O:38][CH3:39])[C:33]#[N:34].CC1(C)C2C(=C(P(C3C=CC=CC=3)C3C=CC=CC=3)C=CC=2)OC2C(P(C3C=CC=CC=3)C3C=CC=CC=3)=CC=CC1=2.C(=O)([O-])[O-].[Cs+].[Cs+]. Product: [C:33]([C:32]1[CH:31]=[CH:30][C:37]([O:38][CH3:39])=[C:36]([N:20]2[CH2:19][CH2:18][O:17][C:16]3[CH:21]=[C:12]([S:9]([NH:8][C:22]4[S:23][CH:24]=[CH:25][N:26]=4)(=[O:10])=[O:11])[CH:13]=[CH:14][C:15]2=3)[CH:35]=1)#[N:34]. The catalyst class is: 110. (4) Reactant: [CH:1]1([CH2:4]O)[CH2:3][CH2:2]1.[NH:6]([C:15]([O:17][C:18]([CH3:21])([CH3:20])[CH3:19])=[O:16])[NH:7][C:8]([O:10][C:11]([CH3:14])([CH3:13])[CH3:12])=[O:9].C1(P(C2C=CC=CC=2)C2C=CC=CC=2)C=CC=CC=1.N(C(OC(C)(C)C)=O)=NC(OC(C)(C)C)=O. Product: [CH:1]1([CH2:4][N:6]([C:15]([O:17][C:18]([CH3:21])([CH3:20])[CH3:19])=[O:16])[NH:7][C:8]([O:10][C:11]([CH3:12])([CH3:13])[CH3:14])=[O:9])[CH2:3][CH2:2]1. The catalyst class is: 253. (5) Reactant: [Cl:1][C:2]1[CH:28]=[CH:27][C:5]2[N:6]([CH:11]3[CH2:16][N:15]([CH2:17][C:18]4[CH:23]=[CH:22][C:21]([O:24][CH3:25])=[CH:20][CH:19]=4)[C:14](=[O:26])[CH2:13][CH2:12]3)[C:7]([CH2:9]Cl)=[N:8][C:4]=2[CH:3]=1.[NH:29]1[C:33]2=[CH:34][N:35]=[CH:36][CH:37]=[C:32]2[C:31]2([CH2:39][CH2:38]2)[C:30]1=[O:40].C(=O)([O-])[O-].[Cs+].[Cs+]. Product: [Cl:1][C:2]1[CH:28]=[CH:27][C:5]2[N:6]([CH:11]3[CH2:12][CH2:13][C:14](=[O:26])[N:15]([CH2:17][C:18]4[CH:19]=[CH:20][C:21]([O:24][CH3:25])=[CH:22][CH:23]=4)[CH2:16]3)[C:7]([CH2:9][N:29]3[C:33]4=[CH:34][N:35]=[CH:36][CH:37]=[C:32]4[C:31]4([CH2:38][CH2:39]4)[C:30]3=[O:40])=[N:8][C:4]=2[CH:3]=1. The catalyst class is: 9. (6) Reactant: [C:1]1([CH2:7][C:8](Cl)=[O:9])[CH:6]=[CH:5][CH:4]=[CH:3][CH:2]=1.[CH3:11][C:12]1[C:18]([OH:19])=[CH:17][CH:16]=[CH:15][C:13]=1[OH:14].[Cl-].[Cl-].[Cl-].[Al+3]. Product: [OH:14][C:13]1[C:12]([CH3:11])=[C:18]([OH:19])[CH:17]=[CH:16][C:15]=1[C:8](=[O:9])[CH2:7][C:1]1[CH:6]=[CH:5][CH:4]=[CH:3][CH:2]=1. The catalyst class is: 4. (7) Reactant: [OH:1][C:2]1[CH:3]=[C:4]([C:20]([NH:22][CH2:23][C:24]2[CH:29]=[CH:28][C:27]([S:30]([CH:33]([CH3:35])[CH3:34])(=[O:32])=[O:31])=[CH:26][CH:25]=2)=[O:21])[C:5](=[O:19])[N:6]([C:9]2[CH:14]=[CH:13][CH:12]=[C:11]([C:15]([F:18])([F:17])[F:16])[CH:10]=2)[C:7]=1[CH3:8].[C:36]([O:39][CH2:40][CH2:41]Br)(=[O:38])[CH3:37].N12CCCN=C1CCCCC2. Product: [C:36]([O:39][CH2:40][CH2:41][O:1][C:2]1[CH:3]=[C:4]([C:20]([NH:22][CH2:23][C:24]2[CH:25]=[CH:26][C:27]([S:30]([CH:33]([CH3:35])[CH3:34])(=[O:31])=[O:32])=[CH:28][CH:29]=2)=[O:21])[C:5](=[O:19])[N:6]([C:9]2[CH:14]=[CH:13][CH:12]=[C:11]([C:15]([F:16])([F:18])[F:17])[CH:10]=2)[C:7]=1[CH3:8])(=[O:38])[CH3:37]. The catalyst class is: 3. (8) Reactant: C([O:4][CH2:5][C:6]([CH3:51])([CH3:50])[CH2:7][N:8]1[C:14]2[CH:15]=[CH:16][C:17]([Cl:19])=[CH:18][C:13]=2[C@@H:12]([C:20]2[CH:25]=[CH:24][CH:23]=[C:22]([O:26][CH3:27])[C:21]=2[O:28][CH3:29])[O:11][C@H:10]([CH2:30][C:31]2[C:35]([C:36]([O:38]CC)=[O:37])=[CH:34][N:33]([CH2:41][CH2:42][CH2:43][C:44]([O:46]CC)=[O:45])[N:32]=2)[C:9]1=[O:49])(=O)C.[OH-].[Na+].Cl. Product: [C:44]([CH2:43][CH2:42][CH2:41][N:33]1[CH:34]=[C:35]([C:36]([OH:38])=[O:37])[C:31]([CH2:30][C@H:10]2[O:11][C@H:12]([C:20]3[CH:25]=[CH:24][CH:23]=[C:22]([O:26][CH3:27])[C:21]=3[O:28][CH3:29])[C:13]3[CH:18]=[C:17]([Cl:19])[CH:16]=[CH:15][C:14]=3[N:8]([CH2:7][C:6]([CH3:50])([CH3:51])[CH2:5][OH:4])[C:9]2=[O:49])=[N:32]1)([OH:46])=[O:45]. The catalyst class is: 8.